This data is from Full USPTO retrosynthesis dataset with 1.9M reactions from patents (1976-2016). The task is: Predict the reactants needed to synthesize the given product. (1) Given the product [Cl:1][C:2]1[CH:3]=[CH:4][C:5]2[N:11]3[CH:12]=[CH:13][CH:14]=[C:10]3[C@@H:9]([CH2:15][CH2:16][CH2:17][C:18]([N:32]3[CH2:37][CH2:36][CH:35]([CH2:38][C:39]([O:41][CH2:42][CH3:43])=[O:40])[CH2:34][CH2:33]3)=[O:19])[O:8][C@H:7]([C:21]3[CH:26]=[CH:25][CH:24]=[C:23]([O:27][CH3:28])[C:22]=3[O:29][CH3:30])[C:6]=2[CH:31]=1, predict the reactants needed to synthesize it. The reactants are: [Cl:1][C:2]1[CH:3]=[CH:4][C:5]2[N:11]3[CH:12]=[CH:13][CH:14]=[C:10]3[C@@H:9]([CH2:15][CH2:16][CH2:17][C:18](O)=[O:19])[O:8][C@H:7]([C:21]3[CH:26]=[CH:25][CH:24]=[C:23]([O:27][CH3:28])[C:22]=3[O:29][CH3:30])[C:6]=2[CH:31]=1.[NH:32]1[CH2:37][CH2:36][CH:35]([CH2:38][C:39]([O:41][CH2:42][CH3:43])=[O:40])[CH2:34][CH2:33]1.ON1C2C=CC=CC=2N=N1.Cl.C(N=C=NCCCN(C)C)C. (2) Given the product [C:1]([C:5]1[O:9]/[C:8](=[N:10]\[C:52](=[O:53])[C:51]2[CH:55]=[C:47]([Cl:46])[CH:48]=[CH:49][C:50]=2[O:56][CH3:57])/[N:7]([CH2:11][C@H:12]2[CH2:16][CH2:15][CH2:14][O:13]2)[CH:6]=1)([CH3:4])([CH3:2])[CH3:3], predict the reactants needed to synthesize it. The reactants are: [C:1]([C:5]1[O:9][C:8](=[NH:10])[N:7]([CH2:11][C@H:12]2[CH2:16][CH2:15][CH2:14][O:13]2)[CH:6]=1)([CH3:4])([CH3:3])[CH3:2].CCN=C=NCCCN(C)C.Cl.ON1C2C=CC=CC=2N=N1.C(N(CC)CC)C.[Cl:46][C:47]1[CH:48]=[CH:49][C:50]([O:56][CH3:57])=[C:51]([CH:55]=1)[C:52](O)=[O:53]. (3) Given the product [P:42]([O:44][CH2:45][CH3:46])([O:41][CH2:39][CH3:40])([O:1][C:2]1[N:7]=[C:6]([C:8]2[C:16]3[C:11](=[N:12][CH:13]=[C:14]([C:17]([F:18])([F:20])[F:19])[CH:15]=3)[N:10]([S:21]([C:24]3[CH:30]=[CH:29][C:27]([CH3:28])=[CH:26][CH:25]=3)(=[O:23])=[O:22])[CH:9]=2)[C:5]([C:31]#[N:32])=[CH:4][N:3]=1)=[O:43], predict the reactants needed to synthesize it. The reactants are: [OH:1][C:2]1[N:7]=[C:6]([C:8]2[C:16]3[C:11](=[N:12][CH:13]=[C:14]([C:17]([F:20])([F:19])[F:18])[CH:15]=3)[N:10]([S:21]([C:24]3[CH:30]=[CH:29][C:27]([CH3:28])=[CH:26][CH:25]=3)(=[O:23])=[O:22])[CH:9]=2)[C:5]([C:31]#[N:32])=[CH:4][N:3]=1.CC(C)([O-])C.[K+].[CH2:39]([O:41][P:42](Cl)([O:44][CH2:45][CH3:46])=[O:43])[CH3:40].C([O-])(O)=O.[Na+]. (4) Given the product [CH3:1][C@@:2]12[C@@H:18]([OH:19])[CH2:17][CH2:16][C@H:15]1[C@H:14]1[C@@H:5]([C:6]3[CH:7]=[CH:8][C:9]([OH:20])=[CH:10][C:11]=3[CH2:12][CH2:13]1)[CH2:4][CH2:3]2.[CH3:21][C@@:22]12[C@@H:30]([OH:31])[CH2:29][CH2:28][C@H:27]1[C@@H:26]1[CH2:32][CH2:33][C:34]3[C@@:40]([CH3:41])([C@H:25]1[CH2:24][CH2:23]2)[CH2:39][CH2:38][C:36](=[O:37])[CH:35]=3, predict the reactants needed to synthesize it. The reactants are: [CH3:1][C@@:2]12[C@@H:18]([OH:19])[CH2:17][CH2:16][C@H:15]1[C@H:14]1[C@@H:5]([C:6]3[CH:7]=[CH:8][C:9]([OH:20])=[CH:10][C:11]=3[CH2:12][CH2:13]1)[CH2:4][CH2:3]2.[CH3:21][C@@:22]12[C@@H:30]([OH:31])[CH2:29][CH2:28][C@H:27]1[C@@H:26]1[CH2:32][CH2:33][C:34]3[C@@:40]([CH3:41])([C@H:25]1[CH2:24][CH2:23]2)[CH2:39][CH2:38][C:36](=[O:37])[CH:35]=3.